Dataset: Reaction yield outcomes from USPTO patents with 853,638 reactions. Task: Predict the reaction yield, written as a fraction of the theoretical maximum amount of product (1.0 means a 100% yield; for example, 0.34 means a 34% yield). The reactants are Cl[C:2]1[N:7]=[C:6]([NH:8][C:9]([C:11]2([C:14]3[CH:24]=[CH:23][C:17]4[O:18][C:19]([F:22])([F:21])[O:20][C:16]=4[CH:15]=3)[CH2:13][CH2:12]2)=[O:10])[CH:5]=[C:4]([CH3:25])[C:3]=1[CH3:26].[CH3:27][O:28][C:29]1[C:34](B(O)O)=[CH:33][C:32]([CH3:38])=[CH:31][N:30]=1.C([O-])([O-])=O.[Na+].[Na+]. The catalyst is COCCOC.C1C=CC([P]([Pd]([P](C2C=CC=CC=2)(C2C=CC=CC=2)C2C=CC=CC=2)([P](C2C=CC=CC=2)(C2C=CC=CC=2)C2C=CC=CC=2)[P](C2C=CC=CC=2)(C2C=CC=CC=2)C2C=CC=CC=2)(C2C=CC=CC=2)C2C=CC=CC=2)=CC=1. The product is [F:21][C:19]1([F:22])[O:18][C:17]2[CH:23]=[CH:24][C:14]([C:11]3([C:9]([NH:8][C:6]4[N:7]=[C:2]([C:34]5[C:29]([O:28][CH3:27])=[N:30][CH:31]=[C:32]([CH3:38])[CH:33]=5)[C:3]([CH3:26])=[C:4]([CH3:25])[CH:5]=4)=[O:10])[CH2:13][CH2:12]3)=[CH:15][C:16]=2[O:20]1. The yield is 0.570.